From a dataset of Catalyst prediction with 721,799 reactions and 888 catalyst types from USPTO. Predict which catalyst facilitates the given reaction. (1) Reactant: Cl.[CH3:2][C:3]1([CH3:20])[C:11]2[C:6](=[CH:7][CH:8]=[C:9]([C:12]3[N:16]([CH3:17])[C:15]([C:18]#[N:19])=[CH:14][CH:13]=3)[CH:10]=2)[NH:5][CH2:4]1.C(N(CC)CC)C.[CH3:28][S:29](Cl)(=[O:31])=[O:30]. Product: [CH3:2][C:3]1([CH3:20])[C:11]2[C:6](=[CH:7][CH:8]=[C:9]([C:12]3[N:16]([CH3:17])[C:15]([C:18]#[N:19])=[CH:14][CH:13]=3)[CH:10]=2)[N:5]([S:29]([CH3:28])(=[O:31])=[O:30])[CH2:4]1. The catalyst class is: 124. (2) Reactant: [C:1]([C:5]1[O:6][C:7]2[C:13]([C:14]([O:16]C)=[O:15])=[CH:12][CH:11]=[CH:10][C:8]=2[N:9]=1)([CH3:4])([CH3:3])[CH3:2].O.[OH-].[Li+].Cl. Product: [C:1]([C:5]1[O:6][C:7]2[C:13]([C:14]([OH:16])=[O:15])=[CH:12][CH:11]=[CH:10][C:8]=2[N:9]=1)([CH3:4])([CH3:2])[CH3:3]. The catalyst class is: 30. (3) Reactant: O.[OH-].[Li+].C[O:5][C:6]([C:8]1[C:16]2[C:11](=[CH:12][CH:13]=[CH:14][CH:15]=2)[N:10]([C:17]2[C:26]3[C:21](=[CH:22][CH:23]=[C:24]([C:27]([F:30])([F:29])[F:28])[CH:25]=3)[N:20]=[CH:19][CH:18]=2)[CH:9]=1)=[O:7]. Product: [C:6]([C:8]1[C:16]2[C:11](=[CH:12][CH:13]=[CH:14][CH:15]=2)[N:10]([C:17]2[C:26]3[C:21](=[CH:22][CH:23]=[C:24]([C:27]([F:30])([F:28])[F:29])[CH:25]=3)[N:20]=[CH:19][CH:18]=2)[CH:9]=1)([OH:7])=[O:5]. The catalyst class is: 30. (4) Reactant: [CH3:1][C:2]1([CH3:26])[CH2:11][CH2:10][C:9]([CH3:13])([CH3:12])[C:8]2[CH:7]=[C:6]([C:14]3[N:19]=[C:18]([N:20]4[CH2:25][CH2:24][NH:23][CH2:22][CH2:21]4)[CH:17]=[CH:16][CH:15]=3)[CH:5]=[CH:4][C:3]1=2.Cl[CH2:28][CH2:29][CH2:30][OH:31].C(N(CC)CC)C. Product: [CH3:1][C:2]1([CH3:26])[CH2:11][CH2:10][C:9]([CH3:12])([CH3:13])[C:8]2[CH:7]=[C:6]([C:14]3[N:19]=[C:18]([N:20]4[CH2:21][CH2:22][N:23]([CH2:28][CH2:29][CH2:30][OH:31])[CH2:24][CH2:25]4)[CH:17]=[CH:16][CH:15]=3)[CH:5]=[CH:4][C:3]1=2. The catalyst class is: 8. (5) Reactant: [CH3:1][O:2][C:3](=[O:15])[NH:4][C:5]1[CH:10]=[CH:9][C:8](F)=[C:7]([N+:12]([O-:14])=[O:13])[CH:6]=1.[CH:16]1([CH2:22][NH2:23])[CH2:21][CH2:20][CH2:19][CH2:18][CH2:17]1. Product: [CH3:1][O:2][C:3](=[O:15])[NH:4][C:5]1[CH:10]=[CH:9][C:8]([NH:23][CH2:22][CH:16]2[CH2:21][CH2:20][CH2:19][CH2:18][CH2:17]2)=[C:7]([N+:12]([O-:14])=[O:13])[CH:6]=1. The catalyst class is: 14.